From a dataset of Forward reaction prediction with 1.9M reactions from USPTO patents (1976-2016). Predict the product of the given reaction. Given the reactants CN(C(ON1N=NC2C=CC=CC1=2)=[N+](C)C)C.F[P-](F)(F)(F)(F)F.[NH:25]1[C:33]2[C:28](=[CH:29][CH:30]=[CH:31][CH:32]=2)[C:27]([C:34]2[NH:38][C:37]3[CH:39]=[CH:40][C:41]([C:43]([OH:45])=O)=[CH:42][C:36]=3[N:35]=2)=[N:26]1.[CH2:46]([NH2:53])[C:47]1[CH:52]=[CH:51][CH:50]=[CH:49][CH:48]=1.C(N(CC)C(C)C)(C)C, predict the reaction product. The product is: [CH2:46]([NH:53][C:43]([C:41]1[CH:40]=[CH:39][C:37]2[NH:38][C:34]([C:27]3[C:28]4[C:33](=[CH:32][CH:31]=[CH:30][CH:29]=4)[NH:25][N:26]=3)=[N:35][C:36]=2[CH:42]=1)=[O:45])[C:47]1[CH:52]=[CH:51][CH:50]=[CH:49][CH:48]=1.